Dataset: Reaction yield outcomes from USPTO patents with 853,638 reactions. Task: Predict the reaction yield, written as a fraction of the theoretical maximum amount of product (1.0 means a 100% yield; for example, 0.34 means a 34% yield). (1) The reactants are [CH3:1][C@H:2]([NH:7][C:8]([C:10]1[C:18]2[C:13](=[N:14][CH:15]=[C:16]([C:19]3[S:23][C:22]([C:24]([OH:26])=O)=[CH:21][CH:20]=3)[N:17]=2)[N:12]([CH2:27][O:28][CH2:29][CH2:30][Si:31]([CH3:34])([CH3:33])[CH3:32])[CH:11]=1)=[O:9])[C:3]([CH3:6])([CH3:5])[CH3:4].[CH2:35]([N:37](CC)CC)[CH3:36].C1CN([P+](ON2N=NC3C=CC=CC2=3)(N2CCCC2)N2CCCC2)CC1.F[P-](F)(F)(F)(F)F.C(N)C. The catalyst is C1COCC1. The product is [CH3:1][C@H:2]([NH:7][C:8]([C:10]1[C:18]2[C:13](=[N:14][CH:15]=[C:16]([C:19]3[S:23][C:22]([C:24](=[O:26])[NH:37][CH2:35][CH3:36])=[CH:21][CH:20]=3)[N:17]=2)[N:12]([CH2:27][O:28][CH2:29][CH2:30][Si:31]([CH3:32])([CH3:33])[CH3:34])[CH:11]=1)=[O:9])[C:3]([CH3:4])([CH3:5])[CH3:6]. The yield is 0.760. (2) The reactants are Cl.[CH2:2]([O:4][C:5](=[O:23])[CH2:6][NH:7][C:8](=[O:22])[CH2:9][NH:10][C:11](=[O:21])[C@H:12]([CH2:14][CH:15]1[CH2:20][CH2:19][CH2:18][CH2:17][CH2:16]1)[NH2:13])[CH3:3].C(N(CC)C(C)C)(C)C.[O:33]1[CH:37]=[CH:36][CH:35]=[C:34]1[C:38](Cl)=[O:39].CO. The catalyst is C(Cl)Cl. The product is [CH2:2]([O:4][C:5](=[O:23])[CH2:6][NH:7][C:8](=[O:22])[CH2:9][NH:10][C:11](=[O:21])[C@H:12]([CH2:14][CH:15]1[CH2:16][CH2:17][CH2:18][CH2:19][CH2:20]1)[NH:13][C:38]([C:34]1[O:33][CH:37]=[CH:36][CH:35]=1)=[O:39])[CH3:3]. The yield is 0.980. (3) The product is [CH3:13][O:12][C:9]1[CH:10]=[C:11]2[C:6](=[CH:7][C:8]=1[O:14][CH3:15])[N:5]=[CH:4][CH:3]=[C:2]2[O:23][C:22]1[CH:21]=[CH:20][C:19]([C:24]2[C:25](=[O:38])[N:26]([CH2:30][C:31]3[CH:36]=[CH:35][C:34]([CH3:37])=[CH:33][CH:32]=3)[CH:27]=[N:28][CH:29]=2)=[CH:18][C:17]=1[F:16]. No catalyst specified. The reactants are Cl[C:2]1[C:11]2[C:6](=[CH:7][C:8]([O:14][CH3:15])=[C:9]([O:12][CH3:13])[CH:10]=2)[N:5]=[CH:4][CH:3]=1.[F:16][C:17]1[CH:18]=[C:19]([C:24]2[C:25](=[O:38])[N:26]([CH2:30][C:31]3[CH:36]=[CH:35][C:34]([CH3:37])=[CH:33][CH:32]=3)[CH:27]=[N:28][CH:29]=2)[CH:20]=[CH:21][C:22]=1[OH:23]. The yield is 0.300. (4) The yield is 0.650. The catalyst is C(Cl)Cl.O.Cl[Pd](Cl)([P](C1C=CC=CC=1)(C1C=CC=CC=1)C1C=CC=CC=1)[P](C1C=CC=CC=1)(C1C=CC=CC=1)C1C=CC=CC=1. The product is [NH2:1][C:2]1[C:7]([F:8])=[C:6]([C:24]2[CH:31]=[CH:30][C:27]([CH:28]=[O:29])=[CH:26][CH:25]=2)[N:5]=[C:4]([C:10]([O:12][CH3:13])=[O:11])[C:3]=1[O:14][CH3:15]. The reactants are [NH2:1][C:2]1[C:7]([F:8])=[C:6](Cl)[N:5]=[C:4]([C:10]([O:12][CH3:13])=[O:11])[C:3]=1[O:14][CH3:15].CC1(C)C(C)(C)OB([C:24]2[CH:31]=[CH:30][C:27]([CH:28]=[O:29])=[CH:26][CH:25]=2)O1.[F-].[K+].CC#N. (5) The reactants are [CH2:1]([O:8][C:9]1[CH:14]=[CH:13][C:12]([F:15])=[CH:11][C:10]=1[F:16])[C:2]1[CH:7]=[CH:6][CH:5]=[CH:4][CH:3]=1.[C:17](=O)=[O:18].CC(C)=O.C([Li])CCC.CN(C)C=O. The catalyst is O1CCCC1.O. The product is [CH2:1]([O:8][C:9]1[C:10]([F:16])=[C:11]([C:12]([F:15])=[CH:13][CH:14]=1)[CH:17]=[O:18])[C:2]1[CH:3]=[CH:4][CH:5]=[CH:6][CH:7]=1. The yield is 0.740. (6) The reactants are C(O)C.[CH3:4][O:5][C:6]1[N:11]=[CH:10][C:9](B(O)O)=[CH:8][N:7]=1.C([O-])([O-])=O.[Na+].[Na+].Br[C:22]1[CH:27]=[CH:26][C:25]([CH2:28][CH2:29][NH:30][C:31]([C:33]2[CH:34]=[CH:35][C:36]3[CH2:37][C@H:38]4[N:50]([CH3:51])[CH2:49][CH2:48][C@@:44]5([C:45]=3[C:46]=2[OH:47])[C@@:39]4([OH:53])[CH2:40][CH2:41][C:42](=[O:52])[CH2:43]5)=[O:32])=[CH:24][CH:23]=1. The yield is 0.320. The product is [OH:47][C:46]1[C:45]2[C@:44]34[CH2:48][CH2:49][N:50]([CH3:51])[C@@H:38]([C@:39]3([OH:53])[CH2:40][CH2:41][C:42](=[O:52])[CH2:43]4)[CH2:37][C:36]=2[CH:35]=[CH:34][C:33]=1[C:31]([NH:30][CH2:29][CH2:28][C:25]1[CH:24]=[CH:23][C:22]([C:9]2[CH:8]=[N:7][C:6]([O:5][CH3:4])=[N:11][CH:10]=2)=[CH:27][CH:26]=1)=[O:32]. The catalyst is C(OCC)(=O)C.C1C=CC([P]([Pd]([P](C2C=CC=CC=2)(C2C=CC=CC=2)C2C=CC=CC=2)([P](C2C=CC=CC=2)(C2C=CC=CC=2)C2C=CC=CC=2)[P](C2C=CC=CC=2)(C2C=CC=CC=2)C2C=CC=CC=2)(C2C=CC=CC=2)C2C=CC=CC=2)=CC=1.O. (7) The reactants are [Li]CCCC.C(NC(C)C)(C)C.[C:13]1([CH2:19][CH2:20][CH2:21][C:22]([O:24][CH3:25])=[O:23])[CH:18]=[CH:17][CH:16]=[CH:15][CH:14]=1.C[Si](C)(C)Cl.C1C=CC(S(N(S(C2C=CC=CC=2)(=O)=O)[F:41])(=O)=O)=CC=1. The catalyst is C1COCC1.C(Cl)Cl. The product is [CH3:25][O:24][C:22](=[O:23])[CH:21]([F:41])[CH2:20][CH2:19][C:13]1[CH:18]=[CH:17][CH:16]=[CH:15][CH:14]=1. The yield is 0.630.